From a dataset of Peptide-MHC class II binding affinity with 134,281 pairs from IEDB. Regression. Given a peptide amino acid sequence and an MHC pseudo amino acid sequence, predict their binding affinity value. This is MHC class II binding data. (1) The peptide sequence is KNPVVDGNPTVDIEE. The MHC is DRB1_0301 with pseudo-sequence DRB1_0301. The binding affinity (normalized) is 0.313. (2) The peptide sequence is QQWIQFMMSRRRLLA. The MHC is DRB1_0301 with pseudo-sequence DRB1_0301. The binding affinity (normalized) is 0.824. (3) The peptide sequence is NIVVNVFNQLDQPLL. The MHC is DRB1_1201 with pseudo-sequence DRB1_1201. The binding affinity (normalized) is 0.596. (4) The peptide sequence is HDKKSMGDDHFWAVR. The MHC is DRB1_0405 with pseudo-sequence DRB1_0405. The binding affinity (normalized) is 0.128. (5) The binding affinity (normalized) is 0.416. The MHC is DRB1_0404 with pseudo-sequence DRB1_0404. The peptide sequence is LLVVAVGLRVVC. (6) The peptide sequence is QKLMEDINVGFKAAV. The MHC is HLA-DQA10102-DQB10502 with pseudo-sequence HLA-DQA10102-DQB10502. The binding affinity (normalized) is 0.254. (7) The peptide sequence is LEQDKCVTVMAPDKP. The MHC is H-2-IAd with pseudo-sequence H-2-IAd. The binding affinity (normalized) is 0.280. (8) The peptide sequence is TRGAVLTYNGKRLEP. The MHC is DRB1_1302 with pseudo-sequence DRB1_1302. The binding affinity (normalized) is 0.588.